Dataset: Forward reaction prediction with 1.9M reactions from USPTO patents (1976-2016). Task: Predict the product of the given reaction. (1) Given the reactants C(O)(=O)C.[F:5][C:6]([F:26])([F:25])[O:7][C:8]1[CH:13]=[CH:12][C:11]([N:14]2[CH2:18][CH2:17][C:16]3([CH2:23][CH2:22][NH:21][CH2:20][CH2:19]3)[C:15]2=[O:24])=[CH:10][CH:9]=1.[CH3:27][N:28]1[C:32]([S:33](Cl)(=[O:35])=[O:34])=[CH:31][CH:30]=[N:29]1, predict the reaction product. The product is: [CH3:27][N:28]1[C:32]([S:33]([N:21]2[CH2:20][CH2:19][C:16]3([C:15](=[O:24])[N:14]([C:11]4[CH:12]=[CH:13][C:8]([O:7][C:6]([F:5])([F:25])[F:26])=[CH:9][CH:10]=4)[CH2:18][CH2:17]3)[CH2:23][CH2:22]2)(=[O:35])=[O:34])=[CH:31][CH:30]=[N:29]1. (2) Given the reactants Br[C:2]1[N:6]2[CH:7]=[C:8]([N:21]3[CH:26]=[CH:25][CH:24]=[CH:23][C:22]3=[O:27])[CH:9]=[C:10]([O:11][CH2:12][C:13]3[CH:18]=[CH:17][C:16]([O:19][CH3:20])=[CH:15][CH:14]=3)[C:5]2=[N:4][C:3]=1[CH3:28].C(=O)([O-])[O-].[K+].[K+].[C:35]1(C)C=CC=C[CH:36]=1, predict the reaction product. The product is: [CH:35]([C:2]1[N:6]2[CH:7]=[C:8]([N:21]3[CH:26]=[CH:25][CH:24]=[CH:23][C:22]3=[O:27])[CH:9]=[C:10]([O:11][CH2:12][C:13]3[CH:18]=[CH:17][C:16]([O:19][CH3:20])=[CH:15][CH:14]=3)[C:5]2=[N:4][C:3]=1[CH3:28])=[CH2:36].